Task: Regression. Given two drug SMILES strings and cell line genomic features, predict the synergy score measuring deviation from expected non-interaction effect.. Dataset: NCI-60 drug combinations with 297,098 pairs across 59 cell lines Drug 1: C1CCN(CC1)CCOC2=CC=C(C=C2)C(=O)C3=C(SC4=C3C=CC(=C4)O)C5=CC=C(C=C5)O. Drug 2: C1=CC=C(C(=C1)C(C2=CC=C(C=C2)Cl)C(Cl)Cl)Cl. Cell line: MDA-MB-435. Synergy scores: CSS=-3.18, Synergy_ZIP=5.76, Synergy_Bliss=6.28, Synergy_Loewe=-1.10, Synergy_HSA=-2.14.